Dataset: Reaction yield outcomes from USPTO patents with 853,638 reactions. Task: Predict the reaction yield, written as a fraction of the theoretical maximum amount of product (1.0 means a 100% yield; for example, 0.34 means a 34% yield). (1) The reactants are [CH3:1][O:2][C:3]([C:5]1[CH:20]=[CH:19][C:8]([C:9]([O:11]N2C(=O)CCC2=O)=O)=[CH:7][C:6]=1[CH3:21])=[O:4].[OH:22][C:23]1[CH:24]=[C:25]([CH:28]=[CH:29][CH:30]=1)[CH2:26][NH2:27].C(N(CC)CC)C. The catalyst is CN(C)C=O. The product is [OH:22][C:23]1[CH:24]=[C:25]([CH2:26][NH:27][C:9]([C:8]2[CH:19]=[CH:20][C:5]([C:3]([O:2][CH3:1])=[O:4])=[C:6]([CH3:21])[CH:7]=2)=[O:11])[CH:28]=[CH:29][CH:30]=1. The yield is 0.910. (2) The reactants are [C:1]([C:4]1[CH:11]=[CH:10][CH:9]=[CH:8][C:5]=1[CH:6]=[O:7])([OH:3])=O.[C:12]1([PH:18](=[O:20])[OH:19])[CH:17]=[CH:16][CH:15]=[CH:14][CH:13]=1. The catalyst is C1(C)C=CC=CC=1. The product is [O:3]=[C:1]1[C:4]2[C:5](=[CH:8][CH:9]=[CH:10][CH:11]=2)[CH:6]([P:18]([C:12]2[CH:17]=[CH:16][CH:15]=[CH:14][CH:13]=2)(=[O:19])[OH:20])[O:7]1. The yield is 0.580. (3) The reactants are [CH3:1][N:2]1[N:6]=[N:5][C:4]([C:7]2[CH:12]=[CH:11][C:10]([C:13]3[CH:18]=[CH:17][C:16]([N:19]4[CH2:23][C@H:22]([CH2:24]OS(C)(=O)=O)[O:21][C:20]4=[O:30])=[CH:15][C:14]=3[F:31])=[CH:9][N:8]=2)=[N:3]1.Cl.[CH3:33][NH:34][CH3:35]. The catalyst is CN(C)C=O. The product is [CH3:1][N:2]1[N:6]=[N:5][C:4]([C:7]2[CH:12]=[CH:11][C:10]([C:13]3[CH:18]=[CH:17][C:16]([N:19]4[CH2:23][C@@H:22]([CH2:24][N:34]([CH3:35])[CH3:33])[O:21][C:20]4=[O:30])=[CH:15][C:14]=3[F:31])=[CH:9][N:8]=2)=[N:3]1. The yield is 0.760. (4) The catalyst is C1COCC1. The product is [Br:1][C:2]1[C:7]([NH:8][CH2:9][C:11]2[CH:15]=[CH:14][O:13][N:12]=2)=[CH:6][C:5]([F:16])=[CH:4][N:3]=1. The reactants are [Br:1][C:2]1[C:7]([NH:8][C:9]([C:11]2[CH:15]=[CH:14][O:13][N:12]=2)=O)=[CH:6][C:5]([F:16])=[CH:4][N:3]=1.B.C1COCC1. The yield is 0.680.